Dataset: Forward reaction prediction with 1.9M reactions from USPTO patents (1976-2016). Task: Predict the product of the given reaction. (1) Given the reactants [ClH:1].[CH2:2]1[C:14]2[C:13]3[CH:12]=[CH:11][CH:10]=[CH:9][C:8]=3[N:7]([CH2:15][C:16]([O:18][CH2:19][CH3:20])=[O:17])[C:6]=2[CH2:5][CH2:4][NH:3]1.[C:21]1(NN)[CH:26]=CC=C[CH:22]=1, predict the reaction product. The product is: [ClH:1].[CH:21]([C:11]1[CH:10]=[CH:9][C:8]2[N:7]([CH2:15][C:16]([O:18][CH2:19][CH3:20])=[O:17])[C:6]3[CH2:5][CH2:4][NH:3][CH2:2][C:14]=3[C:13]=2[CH:12]=1)([CH3:26])[CH3:22]. (2) Given the reactants [Cl:1][C:2]1[S:6][C:5]([C:7]([NH:9][C@H:10]([CH2:18][N:19]2C(=O)C3C(=CC=CC=3)C2=O)[CH2:11][CH:12]2[CH2:17][CH2:16][CH2:15][CH2:14][CH2:13]2)=[O:8])=[CH:4][C:3]=1[C:30]1[N:34]([CH3:35])[N:33]=[CH:32][CH:31]=1.NN, predict the reaction product. The product is: [NH2:19][CH2:18][C@@H:10]([NH:9][C:7]([C:5]1[S:6][C:2]([Cl:1])=[C:3]([C:30]2[N:34]([CH3:35])[N:33]=[CH:32][CH:31]=2)[CH:4]=1)=[O:8])[CH2:11][CH:12]1[CH2:13][CH2:14][CH2:15][CH2:16][CH2:17]1. (3) Given the reactants C1(O[C:8](=[O:30])[NH:9][C:10]2[CH:15]=[C:14]([O:16][C:17]3[CH:18]=[C:19]4[C:23](=[CH:24][CH:25]=3)[N:22]([C:26](=[O:29])[NH:27][CH3:28])[CH:21]=[CH:20]4)[N:13]=[CH:12][N:11]=2)C=CC=CC=1.[CH2:31]([N:33]([CH2:38][CH3:39])[CH2:34][CH2:35][CH2:36][NH2:37])[CH3:32].C[N:41](C)C=O, predict the reaction product. The product is: [CH3:28][NH:27][C:26]([N:22]1[C:23]2[C:19](=[CH:18][C:17]([O:16][C:14]3[CH:15]=[C:10]([NH:9][C:8]([NH:41][NH:37][CH2:36][CH2:35][CH2:34][N:33]([CH2:38][CH3:39])[CH2:31][CH3:32])=[O:30])[N:11]=[CH:12][N:13]=3)=[CH:25][CH:24]=2)[CH:20]=[CH:21]1)=[O:29]. (4) Given the reactants [I:1][C:2]1[CH:12]=[N:11][C:5]2[NH:6][CH2:7][C:8](=O)[NH:9][C:4]=2[CH:3]=1.[Cl:13][C:14]1[CH:15]=[CH:16][C:17]([C:22]([F:25])([F:24])[F:23])=[C:18]([CH:21]=1)[CH2:19]Br.ClC1C=CC(C(F)(F)F)=CC=1CN1C(=O)CNC2N=CC(I)=CC1=2, predict the reaction product. The product is: [Cl:13][C:14]1[CH:15]=[CH:16][C:17]([C:22]([F:23])([F:24])[F:25])=[C:18]([CH:21]=1)[CH2:19][N:9]1[CH2:8][CH2:7][NH:6][C:5]2[N:11]=[CH:12][C:2]([I:1])=[CH:3][C:4]1=2.